From a dataset of Full USPTO retrosynthesis dataset with 1.9M reactions from patents (1976-2016). Predict the reactants needed to synthesize the given product. (1) Given the product [CH3:1][O:2][C:3]([C@H:5]1[CH2:10][CH2:9][C@H:8]([C:11](=[O:21])[NH:12][CH2:13][CH:14]=[O:15])[CH2:7][CH2:6]1)=[O:4], predict the reactants needed to synthesize it. The reactants are: [CH3:1][O:2][C:3]([C@H:5]1[CH2:10][CH2:9][C@H:8]([C:11](=[O:21])[NH:12][CH2:13][CH:14](OCC)[O:15]CC)[CH2:7][CH2:6]1)=[O:4].FC(F)(F)S(O)(=O)=O. (2) Given the product [CH3:1][O:2][C:3]1[CH:4]=[CH:5][C:6]([C:9]2[C:13]3[C:14]([O:18][C@H:19]([CH3:31])[CH2:20][CH2:21][CH2:22][CH2:23][C:24]([OH:26])=[O:25])=[CH:15][CH:16]=[CH:17][C:12]=3[O:11][C:10]=2[C:32]2[CH:33]=[CH:34][CH:35]=[CH:36][CH:37]=2)=[CH:7][CH:8]=1, predict the reactants needed to synthesize it. The reactants are: [CH3:1][O:2][C:3]1[CH:8]=[CH:7][C:6]([C:9]2[C:13]3[C:14]([O:18][C@H:19]([CH3:31])[CH2:20][CH2:21][CH2:22][CH2:23][C:24]([O:26]C(C)(C)C)=[O:25])=[CH:15][CH:16]=[CH:17][C:12]=3[O:11][C:10]=2[C:32]2[CH:37]=[CH:36][CH:35]=[CH:34][CH:33]=2)=[CH:5][CH:4]=1.O.FC(F)(F)C(O)=O. (3) Given the product [CH3:1][O:2][C:3]([C:5]1[C:14]([OH:15])=[C:13]2[C:8]([CH:9]=[CH:10][CH:11]=[N:12]2)=[C:7]([Br:16])[N:6]=1)=[O:4], predict the reactants needed to synthesize it. The reactants are: [CH3:1][O:2][C:3]([C:5]1[C:14]([OH:15])=[C:13]2[C:8]([CH:9]=[CH:10][CH:11]=[N:12]2)=[CH:7][N:6]=1)=[O:4].[Br:16]N1C(=O)CCC1=O.